Dataset: Forward reaction prediction with 1.9M reactions from USPTO patents (1976-2016). Task: Predict the product of the given reaction. (1) Given the reactants [CH3:1][NH:2][C:3]([C:5]1[C:10]([NH2:11])=[C:9]([NH:12][C:13]2[CH:17]=[C:16]([CH3:18])[NH:15][N:14]=2)[N:8]=[C:7]([S:19][C:20]2[CH:25]=[CH:24][C:23]([NH:26][C:27]([CH:29]3[CH2:31][CH2:30]3)=[O:28])=[CH:22][CH:21]=2)[N:6]=1)=[O:4].CN.[CH3:34][N:35]([CH2:37]CN)[CH3:36], predict the reaction product. The product is: [CH3:34][N:35]([CH2:37][CH2:1][NH:2][C:3]([C:5]1[C:10]([NH2:11])=[C:9]([NH:12][C:13]2[CH:17]=[C:16]([CH3:18])[NH:15][N:14]=2)[N:8]=[C:7]([S:19][C:20]2[CH:25]=[CH:24][C:23]([NH:26][C:27]([CH:29]3[CH2:31][CH2:30]3)=[O:28])=[CH:22][CH:21]=2)[N:6]=1)=[O:4])[CH3:36]. (2) Given the reactants [Br:1][C:2]1[CH:3]=[C:4]2[CH:10]=[C:9]([CH3:11])[N:8](S(C3C=CC(Br)=CC=3)(=O)=O)[C:5]2=[N:6][CH:7]=1.[OH-].[Na+].O.CCOC(C)=O, predict the reaction product. The product is: [Br:1][C:2]1[CH:3]=[C:4]2[CH:10]=[C:9]([CH3:11])[NH:8][C:5]2=[N:6][CH:7]=1. (3) Given the reactants [CH3:1][O:2][C:3]1[CH:4]=[C:5]([CH:33]2[CH2:38][CH2:37][N:36]([C:39]([O:41][C:42]([CH3:45])([CH3:44])[CH3:43])=[O:40])[CH2:35][CH2:34]2)[CH:6]=[CH:7][C:8]=1[NH:9][C:10]1[N:15]=[C:14]([CH2:16][CH2:17][C:18]2[CH:23]=[CH:22][CH:21]=[CH:20][C:19]=2[CH2:24][C:25]([O:27]C)=[O:26])[C:13]([C:29]([F:32])([F:31])[F:30])=[CH:12][N:11]=1.O[Li:47].O, predict the reaction product. The product is: [C:42]([O:41][C:39]([N:36]1[CH2:37][CH2:38][CH:33]([C:5]2[CH:6]=[CH:7][C:8]([NH:9][C:10]3[N:15]=[C:14]([CH2:16][CH2:17][C:18]4[CH:23]=[CH:22][CH:21]=[CH:20][C:19]=4[CH2:24][C:25]([O-:27])=[O:26])[C:13]([C:29]([F:32])([F:31])[F:30])=[CH:12][N:11]=3)=[C:3]([O:2][CH3:1])[CH:4]=2)[CH2:34][CH2:35]1)=[O:40])([CH3:45])([CH3:44])[CH3:43].[Li+:47]. (4) Given the reactants [ClH:1].[ClH:2].CN[C@@H]1CCN([C:10]2[CH:11]=[C:12](NCCC3C=CC=CC=3)[N:13]=[N:14][CH:15]=2)C1.C(OC(=O)N(C)[C@@H]1CCN(C2C=C(NCCC3C=CC=CC=3)N=NC=2)C1)(C)(C)C.CCOCC.[ClH:59], predict the reaction product. The product is: [Cl:1][C:12]1[N:13]=[N:14][CH:15]=[C:10]([Cl:59])[C:11]=1[Cl:2]. (5) Given the reactants [NH2:1][C:2]1[CH:6]=[CH:5][S:4][C:3]=1[C:7]([O:9][CH3:10])=[O:8].[F:11][C:12]([F:25])([F:24])[O:13][C:14]1[CH:15]=[C:16]([S:20](Cl)(=[O:22])=[O:21])[CH:17]=[CH:18][CH:19]=1.N1C=CC=CC=1, predict the reaction product. The product is: [F:25][C:12]([F:11])([F:24])[O:13][C:14]1[CH:15]=[C:16]([S:20]([NH:1][C:2]2[CH:6]=[CH:5][S:4][C:3]=2[C:7]([O:9][CH3:10])=[O:8])(=[O:22])=[O:21])[CH:17]=[CH:18][CH:19]=1.